From a dataset of Forward reaction prediction with 1.9M reactions from USPTO patents (1976-2016). Predict the product of the given reaction. (1) Given the reactants [CH3:1][C:2]1([CH3:24])[C:6]([C:7]2[CH:12]=[C:11]([C:13]([OH:15])=[O:14])[CH:10]=[CH:9][C:8]=2[C:16]2[CH:21]=[C:20]([OH:22])[CH:19]=[CH:18][C:17]=2[F:23])=[CH:5][CH2:4][CH2:3]1.S(=O)(=O)(O)O.[CH3:30]O, predict the reaction product. The product is: [CH3:1][C:2]1([CH3:24])[C:6]([C:7]2[CH:12]=[C:11]([C:13]([O:15][CH3:30])=[O:14])[CH:10]=[CH:9][C:8]=2[C:16]2[CH:21]=[C:20]([OH:22])[CH:19]=[CH:18][C:17]=2[F:23])=[CH:5][CH2:4][CH2:3]1. (2) Given the reactants [OH:1][C:2]1[CH:7]=[CH:6][C:5]([C:8]2[CH:12]=[C:11]([C:13]([NH2:15])=[O:14])[O:10][N:9]=2)=[CH:4][CH:3]=1.C([O-])([O-])=O.[K+].[K+].[CH3:22][C:23]1[CH:24]=[C:25]([CH:28]=[CH:29][C:30]=1[CH3:31])[CH2:26]Br, predict the reaction product. The product is: [CH3:22][C:23]1[CH:24]=[C:25]([CH:28]=[CH:29][C:30]=1[CH3:31])[CH2:26][O:1][C:2]1[CH:3]=[CH:4][C:5]([C:8]2[CH:12]=[C:11]([C:13]([NH2:15])=[O:14])[O:10][N:9]=2)=[CH:6][CH:7]=1. (3) Given the reactants [CH2:1]([O:3][C:4]1[CH:9]=[CH:8][NH:7][C:6](=[O:10])[C:5]=1[C:11]([O:13][CH2:14][CH3:15])=[O:12])[CH3:2].[F:16][C:17]1[CH:22]=[CH:21][C:20](B(O)O)=[CH:19][CH:18]=1.N1C=CC=CC=1, predict the reaction product. The product is: [CH2:1]([O:3][C:4]1[CH:9]=[CH:8][N:7]([C:20]2[CH:21]=[CH:22][C:17]([F:16])=[CH:18][CH:19]=2)[C:6](=[O:10])[C:5]=1[C:11]([O:13][CH2:14][CH3:15])=[O:12])[CH3:2]. (4) Given the reactants Br[C:2]1[C:7](=[O:8])[NH:6][C:4](=[O:5])[C:3]=1Br.C(=O)([O-])O.[Na+].[C:15]1([SH:21])[CH:20]=[CH:19][CH:18]=[CH:17][CH:16]=1, predict the reaction product. The product is: [C:15]1([S:21][C:3]2[C:4](=[O:5])[NH:6][C:7](=[O:8])[C:2]=2[S:21][C:15]2[CH:20]=[CH:19][CH:18]=[CH:17][CH:16]=2)[CH:20]=[CH:19][CH:18]=[CH:17][CH:16]=1. (5) Given the reactants C1C2C(COC(=O)[NH:17][CH2:18][CH2:19][O:20][CH2:21][CH2:22][O:23][CH2:24][CH2:25][O:26][CH2:27][CH2:28][O:29][CH2:30][CH2:31][O:32][CH2:33][CH2:34][O:35][CH2:36][CH2:37][O:38][CH2:39][CH2:40][O:41][CH2:42][CH2:43][O:44][CH2:45][CH2:46][O:47][CH2:48][CH2:49][O:50][CH2:51][CH2:52][O:53][CH2:54][CH2:55][C:56]([NH:58][CH2:59][CH2:60][C:61]3([C:66]([NH:68][C@H:69]([C:88]([O:90][CH3:91])=[O:89])[CH2:70][C:71]4[CH:76]=[CH:75][C:74]([NH:77][C:78](=[O:87])[C:79]5[C:84]([Cl:85])=[CH:83][CH:82]=[CH:81][C:80]=5[Cl:86])=[CH:73][CH:72]=4)=[O:67])[CH2:65][CH2:64][CH2:63][CH2:62]3)=[O:57])C3C(=CC=CC=3)C=2C=CC=1.N1CCCCC1, predict the reaction product. The product is: [CH3:91][O:90][C:88](=[O:89])[C@@H:69]([NH:68][C:66]([C:61]1([CH2:60][CH2:59][NH:58][C:56](=[O:57])[CH2:55][CH2:54][O:53][CH2:52][CH2:51][O:50][CH2:49][CH2:48][O:47][CH2:46][CH2:45][O:44][CH2:43][CH2:42][O:41][CH2:40][CH2:39][O:38][CH2:37][CH2:36][O:35][CH2:34][CH2:33][O:32][CH2:31][CH2:30][O:29][CH2:28][CH2:27][O:26][CH2:25][CH2:24][O:23][CH2:22][CH2:21][O:20][CH2:19][CH2:18][NH2:17])[CH2:65][CH2:64][CH2:63][CH2:62]1)=[O:67])[CH2:70][C:71]1[CH:76]=[CH:75][C:74]([NH:77][C:78](=[O:87])[C:79]2[C:80]([Cl:86])=[CH:81][CH:82]=[CH:83][C:84]=2[Cl:85])=[CH:73][CH:72]=1. (6) The product is: [Cl:22][C:10]1[C:11]([O:13][C:14]2[CH:19]=[CH:18][C:17]([O:20][CH3:21])=[CH:16][CH:15]=2)=[CH:12][C:7]([C:24](=[O:30])[C:25]([O:27][CH2:28][CH3:29])=[O:26])=[C:8]([F:23])[CH:9]=1. Given the reactants C([Mg]Cl)(C)C.Br[C:7]1[CH:12]=[C:11]([O:13][C:14]2[CH:19]=[CH:18][C:17]([O:20][CH3:21])=[CH:16][CH:15]=2)[C:10]([Cl:22])=[CH:9][C:8]=1[F:23].[C:24](OCC)(=[O:30])[C:25]([O:27][CH2:28][CH3:29])=[O:26].[Cl-].[NH4+], predict the reaction product. (7) Given the reactants [C:1]([C:5]1[N:10]=[C:9](Cl)[C:8]([C:12]#[N:13])=[CH:7][CH:6]=1)([CH3:4])([CH3:3])[CH3:2].[CH3:14][C:15]1[CH:20]=[C:19]([CH3:21])[CH:18]=[C:17]([CH3:22])[C:16]=1B(O)O.C([O-])(O)=O.[Na+], predict the reaction product. The product is: [C:1]([C:5]1[N:10]=[C:9]([C:16]2[C:17]([CH3:22])=[CH:18][C:19]([CH3:21])=[CH:20][C:15]=2[CH3:14])[C:8]([C:12]#[N:13])=[CH:7][CH:6]=1)([CH3:4])([CH3:3])[CH3:2]. (8) Given the reactants C[O:2][C:3](=[O:53])[C@@H:4]([NH:20][C:21]([C@@H:23]1[CH2:32][C:31]2[CH:30]=[C:29]3[O:33][CH2:34][C@@H:35]([C:37]4[CH:42]=[CH:41][C:40]([O:43][CH2:44][C:45]5[CH:50]=[CH:49][C:48]([Cl:51])=[C:47]([Cl:52])[CH:46]=5)=[CH:39][CH:38]=4)[O:36][C:28]3=[CH:27][C:26]=2[CH2:25][NH:24]1)=[O:22])[CH2:5][C:6]1[CH:11]=[CH:10][C:9]([C:12]2[CH:17]=[CH:16][N:15]=[C:14]([CH3:18])[C:13]=2[CH3:19])=[CH:8][CH:7]=1.[N:54]([C@@H:57]([C:59]1[CH:64]=[CH:63][CH:62]=[CH:61][CH:60]=1)[CH3:58])=[C:55]=[O:56], predict the reaction product. The product is: [Cl:52][C:47]1[CH:46]=[C:45]([CH:50]=[CH:49][C:48]=1[Cl:51])[CH2:44][O:43][C:40]1[CH:39]=[CH:38][C:37]([C@@H:35]2[CH2:34][O:33][C:29]3=[CH:30][C:31]4[CH2:32][C@@H:23]([C:21]([NH:20][C@@H:4]([CH2:5][C:6]5[CH:11]=[CH:10][C:9]([C:12]6[CH:17]=[CH:16][N:15]=[C:14]([CH3:18])[C:13]=6[CH3:19])=[CH:8][CH:7]=5)[C:3]([OH:2])=[O:53])=[O:22])[N:24]([C:55](=[O:56])[NH:54][C@@H:57]([C:59]5[CH:64]=[CH:63][CH:62]=[CH:61][CH:60]=5)[CH3:58])[CH2:25][C:26]=4[CH:27]=[C:28]3[O:36]2)=[CH:42][CH:41]=1. (9) The product is: [NH2:20][C:21]1[CH:26]=[CH:25][CH:24]=[CH:23][C:22]=1[C:2]1[CH:3]=[N:4][C:5]2[N:6]([CH:8]=[C:9]([CH2:11][O:12][C:13]3[CH:18]=[CH:17][CH:16]=[C:15]([F:19])[CH:14]=3)[N:10]=2)[CH:7]=1. Given the reactants Br[C:2]1[CH:3]=[N:4][C:5]2[N:6]([CH:8]=[C:9]([CH2:11][O:12][C:13]3[CH:18]=[CH:17][CH:16]=[C:15]([F:19])[CH:14]=3)[N:10]=2)[CH:7]=1.[NH2:20][C:21]1[CH:26]=[CH:25][CH:24]=[CH:23][C:22]=1B(O)O, predict the reaction product. (10) Given the reactants [Br:1][C:2]1[CH:3]=[C:4]([NH:8][CH2:9][C:10]2[CH:15]=[CH:14][CH:13]=[C:12]([O:16][CH3:17])[CH:11]=2)[CH:5]=[N:6][CH:7]=1.CCN(CC)CC.[C:25](O[C:25]([O:27][C:28]([CH3:31])([CH3:30])[CH3:29])=[O:26])([O:27][C:28]([CH3:31])([CH3:30])[CH3:29])=[O:26], predict the reaction product. The product is: [C:28]([O:27][C:25](=[O:26])[N:8]([C:4]1[CH:5]=[N:6][CH:7]=[C:2]([Br:1])[CH:3]=1)[CH2:9][C:10]1[CH:15]=[CH:14][CH:13]=[C:12]([O:16][CH3:17])[CH:11]=1)([CH3:31])([CH3:30])[CH3:29].